This data is from Forward reaction prediction with 1.9M reactions from USPTO patents (1976-2016). The task is: Predict the product of the given reaction. (1) Given the reactants [F:1][C:2]1[CH:3]=[C:4]([CH:9]2[CH2:13][CH2:12][CH2:11][C:10]2=[O:14])[CH:5]=[C:6]([F:8])[CH:7]=1.[C:15](Cl)([N:17]=[C:18]=[O:19])=[O:16], predict the reaction product. The product is: [F:1][C:2]1[CH:3]=[C:4]([CH:9]2[C:10]3[O:14][C:18](=[O:19])[NH:17][C:15](=[O:16])[C:11]=3[CH2:12][CH2:13]2)[CH:5]=[C:6]([F:8])[CH:7]=1. (2) Given the reactants CC([O:4][CH2:5][CH2:6][N:7]1[C:20]2[C:15](=[CH:16][C:17]([CH2:21][CH:22]3[CH2:29][CH2:28][CH2:27][CH2:26][CH2:25][CH2:24][CH2:23]3)=[CH:18][CH:19]=2)[C:9]2([CH2:14][CH2:13][NH:12][CH2:11][CH2:10]2)[C:8]1=[O:30])=O.C[O-].[Na+], predict the reaction product. The product is: [OH:4][CH2:5][CH2:6][N:7]1[C:20]2[C:15](=[CH:16][C:17]([CH2:21][CH:22]3[CH2:29][CH2:28][CH2:27][CH2:26][CH2:25][CH2:24][CH2:23]3)=[CH:18][CH:19]=2)[C:9]2([CH2:10][CH2:11][NH:12][CH2:13][CH2:14]2)[C:8]1=[O:30].